Predict which catalyst facilitates the given reaction. From a dataset of Catalyst prediction with 721,799 reactions and 888 catalyst types from USPTO. (1) Reactant: C([O:3][C:4](=[O:32])[CH:5]([C:10]1[CH:11]=[C:12]([C:22]2[CH:27]=[CH:26][C:25]([C:28]([F:31])([F:30])[F:29])=[CH:24][CH:23]=2)[CH:13]=[C:14]([CH:16]2[CH2:21][CH2:20][NH:19][CH2:18][CH2:17]2)[CH:15]=1)[CH2:6][CH:7]([CH3:9])[CH3:8])C.[OH-].[Na+]. Product: [CH3:8][CH:7]([CH3:9])[CH2:6][CH:5]([C:10]1[CH:11]=[C:12]([C:22]2[CH:23]=[CH:24][C:25]([C:28]([F:31])([F:29])[F:30])=[CH:26][CH:27]=2)[CH:13]=[C:14]([CH:16]2[CH2:17][CH2:18][NH:19][CH2:20][CH2:21]2)[CH:15]=1)[C:4]([OH:32])=[O:3]. The catalyst class is: 5. (2) Product: [Br:34][C:10]1[O:11][C:12]([C:13]2[CH:18]=[C:17]([C:19]([CH3:20])([CH3:22])[CH3:21])[CH:16]=[C:15]([C:23]([CH3:26])([CH3:25])[CH3:24])[CH:14]=2)=[C:8]([CH2:7][CH:1]2[CH2:2][CH2:3][CH2:4][CH2:5][CH2:6]2)[N:9]=1. Reactant: [CH:1]1([CH2:7][C:8]2[N:9]=[CH:10][O:11][C:12]=2[C:13]2[CH:18]=[C:17]([C:19]([CH3:22])([CH3:21])[CH3:20])[CH:16]=[C:15]([C:23]([CH3:26])([CH3:25])[CH3:24])[CH:14]=2)[CH2:6][CH2:5][CH2:4][CH2:3][CH2:2]1.C1C(=O)N([Br:34])C(=O)C1. The catalyst class is: 34. (3) Reactant: [Br:1][C:2]1[N:3]=[C:4]([C:9]2[CH:14]=[CH:13][C:12]([Cl:15])=[CH:11][CH:10]=2)[C:5]([NH2:8])=[N:6][CH:7]=1.[H-].[Na+].Br[CH2:19][CH2:20][CH2:21][CH2:22][CH2:23]Cl. Product: [Br:1][C:2]1[N:3]=[C:4]([C:9]2[CH:10]=[CH:11][C:12]([Cl:15])=[CH:13][CH:14]=2)[C:5]([N:8]2[CH2:23][CH2:22][CH2:21][CH2:20][CH2:19]2)=[N:6][CH:7]=1. The catalyst class is: 9. (4) Reactant: [Br:1][C:2]1[C:3]([F:12])=[C:4]2[C:10]([NH2:11])=[CH:9][NH:8][C:5]2=[N:6][CH:7]=1.[O:13]1[CH2:17][CH2:16][CH:15]([C:18](O)=[O:19])[CH2:14]1.C(N(CC)CC)C.C1N(P(Cl)(N2C(=O)OCC2)=O)C(=O)OC1.O.[OH-].[Li+]. Product: [Br:1][C:2]1[C:3]([F:12])=[C:4]2[C:10]([NH:11][C:18]([CH:15]3[CH2:16][CH2:17][O:13][CH2:14]3)=[O:19])=[CH:9][NH:8][C:5]2=[N:6][CH:7]=1. The catalyst class is: 34. (5) Reactant: S(Cl)(Cl)=O.[N:5]1([C:11]([N:13]2[CH2:18][CH:17]([C:19]3[CH:24]=[CH:23][C:22]([C:25]([F:28])([F:27])[F:26])=[CH:21][CH:20]=3)[CH2:16][CH:15]([C:29](O)=[O:30])[CH2:14]2)=[O:12])[CH2:10][CH2:9][O:8][CH2:7][CH2:6]1.C(N(CC)CC)C.[NH2:39][CH2:40][C:41]([C:43]1[CH:48]=[CH:47][CH:46]=[CH:45][CH:44]=1)=[O:42]. Product: [N:5]1([C:11]([N:13]2[CH2:18][CH:17]([C:19]3[CH:20]=[CH:21][C:22]([C:25]([F:27])([F:26])[F:28])=[CH:23][CH:24]=3)[CH2:16][CH:15]([C:29]([NH:39][CH2:40][C:41](=[O:42])[C:43]3[CH:48]=[CH:47][CH:46]=[CH:45][CH:44]=3)=[O:30])[CH2:14]2)=[O:12])[CH2:6][CH2:7][O:8][CH2:9][CH2:10]1. The catalyst class is: 46. (6) Reactant: C[O:2][C:3]([C:5]1[CH:6]=[C:7]([C:17]2[CH:22]=[CH:21][C:20]([C:23](=[O:26])[NH:24][CH3:25])=[C:19]([Cl:27])[CH:18]=2)[CH:8]=[C:9]2[C:14]=1[O:13][C:12]([CH3:16])([CH3:15])[CH:11]=[CH:10]2)=[O:4]. Product: [Cl:27][C:19]1[CH:18]=[C:17]([C:7]2[CH:8]=[C:9]3[C:14](=[C:5]([C:3]([OH:4])=[O:2])[CH:6]=2)[O:13][C:12]([CH3:16])([CH3:15])[CH:11]=[CH:10]3)[CH:22]=[CH:21][C:20]=1[C:23](=[O:26])[NH:24][CH3:25]. The catalyst class is: 500.